This data is from Catalyst prediction with 721,799 reactions and 888 catalyst types from USPTO. The task is: Predict which catalyst facilitates the given reaction. (1) Reactant: C[O:2][C:3](=[O:36])[C:4]1[CH:9]=[C:8]([C:10]([F:13])([F:12])[F:11])[CH:7]=[C:6]([N:14]2[C:18]([CH3:19])=[CH:17][CH:16]=[C:15]2[C:20]2[CH:25]=[C:24]([Br:26])[CH:23]=[CH:22][C:21]=2[O:27][CH2:28][C:29]2[CH:34]=[CH:33][C:32]([F:35])=[CH:31][CH:30]=2)[CH:5]=1.[OH-].[Na+]. Product: [Br:26][C:24]1[CH:23]=[CH:22][C:21]([O:27][CH2:28][C:29]2[CH:30]=[CH:31][C:32]([F:35])=[CH:33][CH:34]=2)=[C:20]([C:15]2[N:14]([C:6]3[CH:5]=[C:4]([CH:9]=[C:8]([C:10]([F:11])([F:13])[F:12])[CH:7]=3)[C:3]([OH:36])=[O:2])[C:18]([CH3:19])=[CH:17][CH:16]=2)[CH:25]=1. The catalyst class is: 5. (2) Reactant: [NH2:1][C:2]1[N:6]([CH:7]2[CH2:12][CH2:11][O:10][CH2:9][CH2:8]2)[N:5]=[CH:4][C:3]=1[C:13]#[N:14].[OH:15]O.N. Product: [NH2:1][C:2]1[N:6]([CH:7]2[CH2:8][CH2:9][O:10][CH2:11][CH2:12]2)[N:5]=[CH:4][C:3]=1[C:13]([NH2:14])=[O:15]. The catalyst class is: 14. (3) Reactant: [Br:1][C:2]1[CH:7]=[CH:6][C:5]([CH:8]([OH:10])[CH3:9])=[CH:4][C:3]=1[Cl:11].[C:12]1(O)[CH:17]=[CH:16][CH:15]=[CH:14][CH:13]=1.C1(P(C2C=CC=CC=2)C2C=CC=CC=2)C=CC=CC=1.N(C(OC(C)C)=O)=NC(OC(C)C)=O. Product: [Br:1][C:2]1[CH:7]=[CH:6][C:5]([CH:8]([O:10][C:12]2[CH:17]=[CH:16][CH:15]=[CH:14][CH:13]=2)[CH3:9])=[CH:4][C:3]=1[Cl:11]. The catalyst class is: 7. (4) Reactant: [CH3:1][O:2][C:3]1[CH:4]=[C:5]2[CH2:14][CH:13]([CH2:15][CH:16]3[CH2:21][CH2:20][N:19](CC4C=CC=CC=4)[CH2:18][CH2:17]3)[C:11](=[O:12])[C:6]2=[CH:7][C:8]=1[O:9][CH3:10].COC1C=C2C(=CC=1OC)C(=O)CC2.N1C=CC(C=O)=CC=1.C1(C)C=CC(S(O)(=O)=O)=CC=1. Product: [CH3:1][O:2][C:3]1[CH:4]=[C:5]2[C:6](=[CH:7][C:8]=1[O:9][CH3:10])[C:11](=[O:12])[C:13](=[CH:15][C:16]1[CH:21]=[CH:20][N:19]=[CH:18][CH:17]=1)[CH2:14]2. The catalyst class is: 11. (5) Reactant: [Cl:1][C:2]1[CH:10]=[C:9]2[C:5]([CH:6]=[C:7]([C:22]3[CH:27]=[CH:26][CH:25]=[CH:24][CH:23]=3)[N:8]2[CH2:11][C:12]2[N:17]=[C:16]([C:18]([O:20][CH3:21])=[O:19])[CH:15]=[CH:14][CH:13]=2)=[CH:4][C:3]=1[OH:28].C(=O)([O-])[O-].[K+].[K+].[CH2:35](I)[CH3:36]. Product: [Cl:1][C:2]1[CH:10]=[C:9]2[C:5]([CH:6]=[C:7]([C:22]3[CH:27]=[CH:26][CH:25]=[CH:24][CH:23]=3)[N:8]2[CH2:11][C:12]2[N:17]=[C:16]([C:18]([O:20][CH3:21])=[O:19])[CH:15]=[CH:14][CH:13]=2)=[CH:4][C:3]=1[O:28][CH2:35][CH3:36]. The catalyst class is: 35.